Predict the reaction yield, written as a fraction of the theoretical maximum amount of product (1.0 means a 100% yield; for example, 0.34 means a 34% yield). From a dataset of Reaction yield outcomes from USPTO patents with 853,638 reactions. (1) The reactants are [BH4-].[Na+].[CH3:3][C:4]1[CH:13]=[CH:12][C:11]2[C:6](=[CH:7][CH:8]=[CH:9][C:10]=2[N:14]2[CH2:19][CH2:18][N:17]([CH2:20][C:21]([C:23]3[CH:24]=[C:25]([NH:29][C:30](=[O:32])[CH3:31])[CH:26]=[CH:27][CH:28]=3)=[O:22])[CH2:16][CH2:15]2)[N:5]=1. The catalyst is C(Cl)Cl. The product is [OH:22][CH:21]([C:23]1[CH:24]=[C:25]([NH:29][C:30](=[O:32])[CH3:31])[CH:26]=[CH:27][CH:28]=1)[CH2:20][N:17]1[CH2:18][CH2:19][N:14]([C:10]2[CH:9]=[CH:8][CH:7]=[C:6]3[C:11]=2[CH:12]=[CH:13][C:4]([CH3:3])=[N:5]3)[CH2:15][CH2:16]1. The yield is 0.420. (2) The reactants are [Cl:1][C:2]1[CH:11]=[C:10]([C:12]#[N:13])[CH:9]=[C:8]([Cl:14])[C:3]=1[C:4]([O:6]C)=[O:5].[I-].[Li+]. The catalyst is N1C=CC=CC=1. The product is [Cl:1][C:2]1[CH:11]=[C:10]([C:12]#[N:13])[CH:9]=[C:8]([Cl:14])[C:3]=1[C:4]([OH:6])=[O:5]. The yield is 0.860. (3) The reactants are Cl[C:2]1[CH:11]=[CH:10][C:9]2[C:4](=[CH:5][CH:6]=[C:7]([C:12]([O:14][CH3:15])=[O:13])[CH:8]=2)[N:3]=1.[CH3:16][S:17]([O-:19])=[O:18].[Na+].[Na+].N1CCC[C@H]1C([O-])=O. The catalyst is CS(C)=O.[Cu](I)I. The product is [CH3:16][S:17]([C:2]1[CH:11]=[CH:10][C:9]2[C:4](=[CH:5][CH:6]=[C:7]([C:12]([O:14][CH3:15])=[O:13])[CH:8]=2)[N:3]=1)(=[O:19])=[O:18]. The yield is 0.580. (4) The reactants are Br[C:2]1[CH:7]=[CH:6][CH:5]=[C:4]([CH3:8])[C:3]=1[F:9].C([Li])CCC.[F:15][CH2:16][C:17](OCC)=[O:18]. The catalyst is C1COCC1. The product is [F:15][CH2:16][C:17]([C:2]1[CH:7]=[CH:6][CH:5]=[C:4]([CH3:8])[C:3]=1[F:9])=[O:18]. The yield is 0.800.